The task is: Predict the reactants needed to synthesize the given product.. This data is from Full USPTO retrosynthesis dataset with 1.9M reactions from patents (1976-2016). (1) The reactants are: Cl.[CH:2]([C:5]1[CH:6]=[C:7]([C@@H:11]([NH2:13])[CH3:12])[CH:8]=[CH:9][CH:10]=1)([CH3:4])[CH3:3].[Cl:14][C:15]1[CH:16]=[C:17]([CH:33]=[CH:34][C:35]=1[O:36][C@@H:37]([CH3:42])[C:38]([O:40][CH3:41])=[O:39])[CH2:18][N:19]1[C:27]2[C:22](=[CH:23][C:24]([C:28](O)=[O:29])=[CH:25][CH:26]=2)[C:21]([CH3:31])=[C:20]1[CH3:32]. Given the product [Cl:14][C:15]1[CH:16]=[C:17]([CH2:18][N:19]2[C:27]3[C:22](=[CH:23][C:24]([C:28](=[O:29])[NH:13][C@H:11]([C:7]4[CH:8]=[CH:9][CH:10]=[C:5]([CH:2]([CH3:4])[CH3:3])[CH:6]=4)[CH3:12])=[CH:25][CH:26]=3)[C:21]([CH3:31])=[C:20]2[CH3:32])[CH:33]=[CH:34][C:35]=1[O:36][C@@H:37]([CH3:42])[C:38]([O:40][CH3:41])=[O:39], predict the reactants needed to synthesize it. (2) The reactants are: Cl[C:2]1[CH:7]=[C:6]([Cl:8])[N:5]=[C:4]([NH:9][CH3:10])[N:3]=1.[Cl:11][C:12]1[CH:13]=[CH:14][C:15]([O:21][CH2:22][CH3:23])=[C:16](B(O)O)[CH:17]=1.C(=O)([O-])[O-].[Na+].[Na+].C1(P(C2C=CC=CC=2)C2C=CC=CC=2)C=CC=CC=1. Given the product [Cl:8][C:6]1[CH:7]=[C:2]([C:14]2[CH:13]=[C:12]([Cl:11])[CH:17]=[CH:16][C:15]=2[O:21][CH2:22][CH3:23])[N:3]=[C:4]([NH:9][CH3:10])[N:5]=1, predict the reactants needed to synthesize it. (3) Given the product [O:33]1[CH2:34][CH2:35][N:30]([C:2]2[CH:11]=[C:10]3[C:5]([N:6]=[CH:7][CH:8]=[N:9]3)=[C:4]([O:12][C@@H:13]3[CH2:18][CH2:17][C@H:16]([N:19]4[C:27](=[O:28])[C:26]5[C:21](=[CH:22][CH:23]=[CH:24][CH:25]=5)[C:20]4=[O:29])[CH2:15][CH2:14]3)[CH:3]=2)[CH2:31][CH2:32]1, predict the reactants needed to synthesize it. The reactants are: Br[C:2]1[CH:11]=[C:10]2[C:5]([N:6]=[CH:7][CH:8]=[N:9]2)=[C:4]([O:12][CH:13]2[CH2:18][CH2:17][CH:16]([N:19]3[C:27](=[O:28])[C:26]4[C:21](=[CH:22][CH:23]=[CH:24][CH:25]=4)[C:20]3=[O:29])[CH2:15][CH2:14]2)[CH:3]=1.[NH:30]1[CH2:35][CH2:34][O:33][CH2:32][CH2:31]1.C([O-])([O-])=O.[Cs+].[Cs+].C1C=CC(P(C2C(C3C(P(C4C=CC=CC=4)C4C=CC=CC=4)=CC=C4C=3C=CC=C4)=C3C(C=CC=C3)=CC=2)C2C=CC=CC=2)=CC=1. (4) Given the product [Cl:1][C:2]1[CH:7]=[C:6]([O:8][CH3:9])[C:5]([F:10])=[CH:4][C:3]=1[NH2:11], predict the reactants needed to synthesize it. The reactants are: [Cl:1][C:2]1[CH:7]=[C:6]([O:8][CH3:9])[C:5]([F:10])=[CH:4][C:3]=1[N+:11]([O-])=O.Cl. (5) Given the product [CH2:36]([O:35][P:33]([O-:41])([O:38][CH2:39][CH3:40])=[O:34])[CH3:37].[CH2:1]([N+:3]1[CH:7]=[CH:6][N:5]([CH2:19][CH2:18][CH2:17][CH2:16][CH2:15][CH2:14][CH2:13][CH2:12][CH2:11][CH2:10][CH2:9][CH3:8])[CH:4]=1)[CH3:2], predict the reactants needed to synthesize it. The reactants are: [CH2:1]([N:3]1[CH:7]=[CH:6][N:5]=[CH:4]1)[CH3:2].[CH2:8](N1C=CN=C1)[CH2:9][CH2:10][CH2:11][CH2:12][CH2:13][CH2:14][CH2:15][CH2:16][CH2:17][CH2:18][CH3:19].P(OC)(OC)(OC)=O.[P:33]([O:41]CC)([O:38][CH2:39][CH3:40])([O:35][CH2:36][CH3:37])=[O:34].C(OCCCC)CCC. (6) Given the product [CH3:14][C:15]1([CH3:31])[C:19]([CH3:21])([CH3:20])[O:18][B:17]([CH2:2][C:3]2[CH:8]=[CH:7][C:6]([N:9]3[CH:13]=[CH:12][CH:11]=[N:10]3)=[CH:5][CH:4]=2)[O:16]1, predict the reactants needed to synthesize it. The reactants are: Br[CH2:2][C:3]1[CH:8]=[CH:7][C:6]([N:9]2[CH:13]=[CH:12][CH:11]=[N:10]2)=[CH:5][CH:4]=1.[CH3:14][C:15]1([CH3:31])[C:19]([CH3:21])([CH3:20])[O:18][B:17]([B:17]2[O:18][C:19]([CH3:21])([CH3:20])[C:15]([CH3:31])([CH3:14])[O:16]2)[O:16]1.C([O-])(=O)C.[K+]. (7) The reactants are: C[O:2][C:3]([C:5]1[N:6]([CH3:25])[N:7]=[C:8]([O:10][CH2:11][C:12]2[C:13]([C:18]3[CH:23]=[CH:22][C:21]([F:24])=[CH:20][CH:19]=3)=[N:14][O:15][C:16]=2[CH3:17])[CH:9]=1)=[O:4].[OH-].[Na+].Cl. Given the product [F:24][C:21]1[CH:22]=[CH:23][C:18]([C:13]2[C:12]([CH2:11][O:10][C:8]3[CH:9]=[C:5]([C:3]([OH:4])=[O:2])[N:6]([CH3:25])[N:7]=3)=[C:16]([CH3:17])[O:15][N:14]=2)=[CH:19][CH:20]=1, predict the reactants needed to synthesize it.